From a dataset of NCI-60 drug combinations with 297,098 pairs across 59 cell lines. Regression. Given two drug SMILES strings and cell line genomic features, predict the synergy score measuring deviation from expected non-interaction effect. (1) Drug 1: CC1C(C(=O)NC(C(=O)N2CCCC2C(=O)N(CC(=O)N(C(C(=O)O1)C(C)C)C)C)C(C)C)NC(=O)C3=C4C(=C(C=C3)C)OC5=C(C(=O)C(=C(C5=N4)C(=O)NC6C(OC(=O)C(N(C(=O)CN(C(=O)C7CCCN7C(=O)C(NC6=O)C(C)C)C)C)C(C)C)C)N)C. Drug 2: CC1=C(C=C(C=C1)NC(=O)C2=CC=C(C=C2)CN3CCN(CC3)C)NC4=NC=CC(=N4)C5=CN=CC=C5. Cell line: COLO 205. Synergy scores: CSS=15.8, Synergy_ZIP=9.43, Synergy_Bliss=10.5, Synergy_Loewe=7.12, Synergy_HSA=10.6. (2) Drug 1: CN1CCC(CC1)COC2=C(C=C3C(=C2)N=CN=C3NC4=C(C=C(C=C4)Br)F)OC. Drug 2: C(=O)(N)NO. Cell line: SF-539. Synergy scores: CSS=7.21, Synergy_ZIP=-2.51, Synergy_Bliss=-0.444, Synergy_Loewe=1.26, Synergy_HSA=1.30. (3) Drug 1: CN(CCCl)CCCl.Cl. Drug 2: C1=NNC2=C1C(=O)NC=N2. Cell line: COLO 205. Synergy scores: CSS=22.1, Synergy_ZIP=0.549, Synergy_Bliss=1.02, Synergy_Loewe=-21.7, Synergy_HSA=-1.42. (4) Cell line: MCF7. Synergy scores: CSS=-2.38, Synergy_ZIP=1.83, Synergy_Bliss=2.04, Synergy_Loewe=-4.40, Synergy_HSA=-3.71. Drug 1: CN1C(=O)N2C=NC(=C2N=N1)C(=O)N. Drug 2: C1=NC2=C(N=C(N=C2N1C3C(C(C(O3)CO)O)F)Cl)N. (5) Drug 1: CN(C)N=NC1=C(NC=N1)C(=O)N. Cell line: SF-539. Drug 2: COCCOC1=C(C=C2C(=C1)C(=NC=N2)NC3=CC=CC(=C3)C#C)OCCOC.Cl. Synergy scores: CSS=5.23, Synergy_ZIP=-1.57, Synergy_Bliss=1.37, Synergy_Loewe=1.06, Synergy_HSA=1.44.